From a dataset of Reaction yield outcomes from USPTO patents with 853,638 reactions. Predict the reaction yield, written as a fraction of the theoretical maximum amount of product (1.0 means a 100% yield; for example, 0.34 means a 34% yield). The reactants are [C:1]1([OH:7])[CH:6]=[CH:5][CH:4]=[CH:3][CH:2]=1.Br[CH2:9][CH2:10][CH2:11]Cl.C(=O)([O-])[O-].[K+].[K+].Cl.[CH3:20][C@@H:21]1[CH2:25][CH2:24][CH2:23][NH:22]1.[I-].[Na+]. The catalyst is C(#N)C. The product is [CH3:9][C@@H:10]1[CH2:11][CH2:20][CH2:21][N:22]1[CH2:23][CH2:24][CH2:25][O:7][C:1]1[CH:6]=[CH:5][CH:4]=[CH:3][CH:2]=1. The yield is 0.770.